This data is from Full USPTO retrosynthesis dataset with 1.9M reactions from patents (1976-2016). The task is: Predict the reactants needed to synthesize the given product. (1) Given the product [Cl:34][C:30]1[N:29]=[C:28]([CH2:27][N:26]2[CH2:8][CH2:7][CH2:6]/[C:5](=[CH:10]\[C:11]3[CH:16]=[CH:15][C:14]([N:17]4[CH:21]=[C:20]([CH3:22])[N:19]=[CH:18]4)=[C:13]([O:23][CH3:24])[CH:12]=3)/[C:4]2=[O:25])[CH:33]=[CH:32][CH:31]=1, predict the reactants needed to synthesize it. The reactants are: C(O[C:4](=[O:25])/[C:5](=[CH:10]/[C:11]1[CH:16]=[CH:15][C:14]([N:17]2[CH:21]=[C:20]([CH3:22])[N:19]=[CH:18]2)=[C:13]([O:23][CH3:24])[CH:12]=1)/[CH2:6][CH2:7][CH2:8]Cl)C.[NH2:26][CH2:27][C:28]1[CH:33]=[CH:32][CH:31]=[C:30]([Cl:34])[N:29]=1.Cl.C(=O)([O-])[O-].[K+].[K+]. (2) Given the product [ClH:37].[ClH:37].[C:31]1([S:28]([N:20]2[C:16]3[N:17]=[CH:18][N:19]=[C:14]([N:11]4[CH2:10][CH2:9][NH:8][CH2:13][CH2:12]4)[C:15]=3[C:22]([C:23]3[S:24][CH:25]=[CH:26][CH:27]=3)=[CH:21]2)(=[O:30])=[O:29])[CH:32]=[CH:33][CH:34]=[CH:35][CH:36]=1, predict the reactants needed to synthesize it. The reactants are: C(OC([N:8]1[CH2:13][CH2:12][N:11]([C:14]2[C:15]3[C:22]([C:23]4[S:24][CH:25]=[CH:26][CH:27]=4)=[CH:21][N:20]([S:28]([C:31]4[CH:36]=[CH:35][CH:34]=[CH:33][CH:32]=4)(=[O:30])=[O:29])[C:16]=3[N:17]=[CH:18][N:19]=2)[CH2:10][CH2:9]1)=O)(C)(C)C.[ClH:37].O1CCOCC1. (3) Given the product [F:1][C:2]1[CH:3]=[CH:4][C:5]([C:8]2[C:12]3=[N:13][CH:14]=[CH:15][CH:16]=[C:11]3[N:10]([O:17][CH3:26])[C:9]=2[C:18]2[CH:19]=[CH:20][N:21]=[CH:22][CH:23]=2)=[CH:6][CH:7]=1, predict the reactants needed to synthesize it. The reactants are: [F:1][C:2]1[CH:7]=[CH:6][C:5]([C:8]2[C:12]3=[N:13][CH:14]=[CH:15][CH:16]=[C:11]3[N:10]([OH:17])[C:9]=2[C:18]2[CH:23]=[CH:22][N:21]=[CH:20][CH:19]=2)=[CH:4][CH:3]=1.[N+](=[CH2:26])=[N-]. (4) Given the product [NH2:35][C:34]1[CH:33]=[C:5]([CH:4]=[C:3]([CH3:38])[C:2]=1[NH2:1])[O:6][C:7]1[N:12]=[CH:11][N:10]=[C:9]([N:13]2[CH2:14][CH2:15][CH:16]([N:19]3[CH2:25][CH2:24][C:23]4[CH:26]=[C:27]([O:30][CH3:31])[CH:28]=[CH:29][C:22]=4[NH:21][C:20]3=[O:32])[CH2:17][CH2:18]2)[CH:8]=1, predict the reactants needed to synthesize it. The reactants are: [NH2:1][C:2]1[C:34]([N+:35]([O-])=O)=[CH:33][C:5]([O:6][C:7]2[N:12]=[CH:11][N:10]=[C:9]([N:13]3[CH2:18][CH2:17][CH:16]([N:19]4[CH2:25][CH2:24][C:23]5[CH:26]=[C:27]([O:30][CH3:31])[CH:28]=[CH:29][C:22]=5[NH:21][C:20]4=[O:32])[CH2:15][CH2:14]3)[CH:8]=2)=[CH:4][C:3]=1[CH3:38]. (5) Given the product [Br:1][C:2]1[C:7]([O:8][CH3:9])=[CH:6][CH:5]=[C:4]([NH2:10])[C:3]=1[NH:13][C:14]1[CH:15]=[CH:16][CH:17]=[CH:18][CH:19]=1, predict the reactants needed to synthesize it. The reactants are: [Br:1][C:2]1[C:7]([O:8][CH3:9])=[CH:6][CH:5]=[C:4]([N+:10]([O-])=O)[C:3]=1[NH:13][C:14]1[CH:19]=[CH:18][CH:17]=[CH:16][CH:15]=1.